From a dataset of Peptide-MHC class I binding affinity with 185,985 pairs from IEDB/IMGT. Regression. Given a peptide amino acid sequence and an MHC pseudo amino acid sequence, predict their binding affinity value. This is MHC class I binding data. (1) The peptide sequence is AEQFKQKAL. The MHC is Patr-B2401 with pseudo-sequence Patr-B2401. The binding affinity (normalized) is 0. (2) The peptide sequence is QVPLRPMTFK. The MHC is HLA-B40:02 with pseudo-sequence HLA-B40:02. The binding affinity (normalized) is 0. (3) The peptide sequence is SLYSTVATL. The MHC is HLA-A68:02 with pseudo-sequence HLA-A68:02. The binding affinity (normalized) is 0.0206.